Dataset: Forward reaction prediction with 1.9M reactions from USPTO patents (1976-2016). Task: Predict the product of the given reaction. (1) Given the reactants [CH2:1]([O:8][C:9]1[CH:10]=[C:11]2[C:16](=[CH:17][CH:18]=1)[C:15](=[O:19])[N:14]([CH2:20][CH:21]([CH3:23])[CH3:22])[C:13]([CH2:24]Cl)=[C:12]2[C:26]1[CH:31]=[CH:30][C:29]([Cl:32])=[CH:28][CH:27]=1)[C:2]1[CH:7]=[CH:6][CH:5]=[CH:4][CH:3]=1.[C:33]1(=[O:43])[NH:37][C:36](=[O:38])[C:35]2=[CH:39][CH:40]=[CH:41][CH:42]=[C:34]12.[K].O, predict the reaction product. The product is: [CH2:1]([O:8][C:9]1[CH:10]=[C:11]2[C:16](=[CH:17][CH:18]=1)[C:15](=[O:19])[N:14]([CH2:20][CH:21]([CH3:22])[CH3:23])[C:13]([CH2:24][N:37]1[C:33](=[O:43])[C:34]3[C:35](=[CH:39][CH:40]=[CH:41][CH:42]=3)[C:36]1=[O:38])=[C:12]2[C:26]1[CH:31]=[CH:30][C:29]([Cl:32])=[CH:28][CH:27]=1)[C:2]1[CH:3]=[CH:4][CH:5]=[CH:6][CH:7]=1. (2) Given the reactants [NH2:1][C:2]1[C:3]([OH:17])=[C:4]([C:8]2[CH:13]=[CH:12][CH:11]=[C:10]([C:14]([OH:16])=[O:15])[CH:9]=2)[CH:5]=[CH:6][CH:7]=1.Cl.N([O-])=O.[Na+].S(=O)(=O)(O)[NH2:24].[CH3:28][C:29]1[CH:30]=[C:31]([N:36]2[C:40]([OH:41])=[CH:39][C:38]([CH3:42])=[N:37]2)[CH:32]=[CH:33][C:34]=1[CH3:35], predict the reaction product. The product is: [CH3:35][C:34]1[CH:33]=[CH:32][C:31]([N:36]2[N:37]=[C:38]([CH3:42])/[C:39](=[N:24]/[NH:1][C:2]3[CH:7]=[CH:6][CH:5]=[C:4]([C:8]4[CH:13]=[CH:12][CH:11]=[C:10]([C:14]([OH:16])=[O:15])[CH:9]=4)[C:3]=3[OH:17])/[C:40]2=[O:41])=[CH:30][C:29]=1[CH3:28]. (3) Given the reactants Br[C:2]1[CH:7]=[CH:6][C:5]([Cl:8])=[CH:4][N:3]=1.CC(C)([O-])C.[Na+].[CH3:15][O:16][C:17]1[C:18]2[CH2:26][NH:25][CH2:24][CH2:23][C:19]=2[N:20]=[CH:21][N:22]=1, predict the reaction product. The product is: [Cl:8][C:5]1[CH:6]=[CH:7][C:2]([N:25]2[CH2:24][CH2:23][C:19]3[N:20]=[CH:21][N:22]=[C:17]([O:16][CH3:15])[C:18]=3[CH2:26]2)=[N:3][CH:4]=1. (4) Given the reactants [CH:1]([C:3]1[S:7][C:6]([C:8]2[CH:16]=[CH:15][C:11]([C:12]([OH:14])=O)=[CH:10][CH:9]=2)=[CH:5][CH:4]=1)=[O:2].FC(F)(F)C(OC1C(F)=C(F)C(F)=C(F)C=1F)=O.[NH2:35][CH2:36][CH2:37][CH2:38][OH:39].Cl, predict the reaction product. The product is: [CH:1]([C:3]1[S:7][C:6]([C:8]2[CH:9]=[CH:10][C:11]([C:12]([NH:35][CH2:36][CH2:37][CH2:38][OH:39])=[O:14])=[CH:15][CH:16]=2)=[CH:5][CH:4]=1)=[O:2]. (5) Given the reactants [CH3:1][C:2]1[C:12]([N:13]2[CH2:18][CH2:17][NH:16][CH2:15][CH2:14]2)=[CH:11][CH:10]=[CH:9][C:3]=1[C:4]([O:6][CH2:7][CH3:8])=[O:5].[F:19][C:20]([F:44])([F:43])[CH2:21][NH:22][C:23]([C:25]1([CH2:39][CH2:40][CH2:41]Br)[C:38]2[CH:37]=[CH:36][CH:35]=[CH:34][C:33]=2[O:32][C:31]2[C:26]1=[CH:27][CH:28]=[CH:29][CH:30]=2)=[O:24], predict the reaction product. The product is: [CH3:1][C:2]1[C:12]([N:13]2[CH2:14][CH2:15][N:16]([CH2:41][CH2:40][CH2:39][C:25]3([C:23](=[O:24])[NH:22][CH2:21][C:20]([F:44])([F:19])[F:43])[C:38]4[CH:37]=[CH:36][CH:35]=[CH:34][C:33]=4[O:32][C:31]4[C:26]3=[CH:27][CH:28]=[CH:29][CH:30]=4)[CH2:17][CH2:18]2)=[CH:11][CH:10]=[CH:9][C:3]=1[C:4]([O:6][CH2:7][CH3:8])=[O:5]. (6) Given the reactants I[C:2]1[CH:7]=[CH:6][C:5]([C@@H:8]2[CH2:10][C@H:9]2[CH2:11][OH:12])=[CH:4][CH:3]=1.[Cl:13][C:14]1[CH:19]=[CH:18][C:17]([C:20]2[CH:21]=[CH:22][C:23]([C:26]#[CH:27])=[N:24][CH:25]=2)=[CH:16][CH:15]=1.C(NC(C)C)(C)C, predict the reaction product. The product is: [Cl:13][C:14]1[CH:15]=[CH:16][C:17]([C:20]2[CH:21]=[CH:22][C:23]([C:26]#[C:27][C:2]3[CH:7]=[CH:6][C:5]([C@@H:8]4[CH2:10][C@H:9]4[CH2:11][OH:12])=[CH:4][CH:3]=3)=[N:24][CH:25]=2)=[CH:18][CH:19]=1. (7) Given the reactants [OH:1][C:2]1[CH:7]=[CH:6][CH:5]=[CH:4][N:3]=1.[CH3:8][O:9][C:10](=[O:21])[C:11]1[CH:16]=[C:15](F)[CH:14]=[CH:13][C:12]=1[N+:18]([O-:20])=[O:19].O, predict the reaction product. The product is: [CH3:8][O:9][C:10](=[O:21])[C:11]1[CH:16]=[C:15]([N:3]2[CH:4]=[CH:5][CH:6]=[CH:7][C:2]2=[O:1])[CH:14]=[CH:13][C:12]=1[N+:18]([O-:20])=[O:19]. (8) Given the reactants [CH3:1][O:2][CH2:3][N:4]1[C:8]2[CH:9]=[CH:10][C:11]([CH:13]([C:15]3[CH:19]=[CH:18][N:17]([C:20]4[N:25]=[CH:24][C:23]([C:26](OC)=[O:27])=[CH:22][CH:21]=4)[N:16]=3)[CH3:14])=[CH:12][C:7]=2[S:6][C:5]1=[O:30].[BH4-].[Li+], predict the reaction product. The product is: [OH:27][CH2:26][C:23]1[CH:22]=[CH:21][C:20]([N:17]2[CH:18]=[CH:19][C:15]([CH:13]([C:11]3[CH:10]=[CH:9][C:8]4[N:4]([CH2:3][O:2][CH3:1])[C:5](=[O:30])[S:6][C:7]=4[CH:12]=3)[CH3:14])=[N:16]2)=[N:25][CH:24]=1.